This data is from Forward reaction prediction with 1.9M reactions from USPTO patents (1976-2016). The task is: Predict the product of the given reaction. (1) The product is: [C:42]([C:44]1[CH:45]=[C:46]([S:50]([N:15]2[C:11]([C:10]3[C:5]([C:3]#[N:4])=[N:6][CH:7]=[CH:8][CH:9]=3)=[C:12]([F:26])[C:13]([CH2:16][N:17]([CH3:25])[C:18](=[O:24])[O:19][C:20]([CH3:22])([CH3:23])[CH3:21])=[CH:14]2)(=[O:52])=[O:51])[CH:47]=[CH:48][CH:49]=1)#[N:43]. Given the reactants [H-].[Na+].[C:3]([C:5]1[C:10]([C:11]2[NH:15][CH:14]=[C:13]([CH2:16][N:17]([CH3:25])[C:18](=[O:24])[O:19][C:20]([CH3:23])([CH3:22])[CH3:21])[C:12]=2[F:26])=[CH:9][CH:8]=[CH:7][N:6]=1)#[N:4].C1OCCOCCOCCOCCOC1.[C:42]([C:44]1[CH:45]=[C:46]([S:50](Cl)(=[O:52])=[O:51])[CH:47]=[CH:48][CH:49]=1)#[N:43], predict the reaction product. (2) Given the reactants [CH3:1][C:2]1[C:3]([C:19]2[CH:24]=[CH:23][CH:22]=[CH:21][CH:20]=2)=[N:4][C:5]2[CH:6]=[C:7]3[O:18][CH2:17][CH2:16][O:15][C:8]3=[CH:9][C:10]=2[C:11]=1[C:12](O)=[O:13].C(Cl)(=O)C(Cl)=O.[CH:31]1([C@@H:37]([NH2:39])[CH3:38])[CH2:36][CH2:35][CH2:34][CH2:33][CH2:32]1.C([O-])([O-])=O.[K+].[K+], predict the reaction product. The product is: [CH:31]1([C@@H:37]([NH:39][C:12]([C:11]2[C:10]3[CH:9]=[C:8]4[O:15][CH2:16][CH2:17][O:18][C:7]4=[CH:6][C:5]=3[N:4]=[C:3]([C:19]3[CH:20]=[CH:21][CH:22]=[CH:23][CH:24]=3)[C:2]=2[CH3:1])=[O:13])[CH3:38])[CH2:36][CH2:35][CH2:34][CH2:33][CH2:32]1. (3) Given the reactants [Br:1][C:2]1[CH:3]=[CH:4][C:5]2[N:6]([C:8](I)=[CH:9][N:10]=2)[CH:7]=1.[CH2:12]([O:14]C([Sn](CCCC)(CCCC)CCCC)=C)[CH3:13].Cl, predict the reaction product. The product is: [Br:1][C:2]1[CH:3]=[CH:4][C:5]2[N:6]([C:8]([C:12](=[O:14])[CH3:13])=[CH:9][N:10]=2)[CH:7]=1. (4) Given the reactants [CH3:1][C:2]([C:35]([OH:37])=[O:36])([C:4]1[CH:5]=[CH:6][C:7]([CH:10]([OH:34])[CH2:11][CH2:12][CH2:13][N:14]2[CH2:19][CH2:18][CH:17]([C:20]([OH:33])([C:27]3[CH:28]=[CH:29][CH:30]=[CH:31][CH:32]=3)[C:21]3[CH:22]=[CH:23][CH:24]=[CH:25][CH:26]=3)[CH2:16][CH2:15]2)=[CH:8][CH:9]=1)[CH3:3].Cl.C(N(CCCC)CCCC)CCC, predict the reaction product. The product is: [CH3:3][C:2]([C:35]([OH:37])=[O:36])([C:4]1[CH:9]=[CH:8][C:7]([CH:10]([OH:34])[CH2:11][CH2:12][CH2:13][N:14]2[CH2:15][CH2:16][CH:17]([C:20]([OH:33])([C:21]3[CH:26]=[CH:25][CH:24]=[CH:23][CH:22]=3)[C:27]3[CH:28]=[CH:29][CH:30]=[CH:31][CH:32]=3)[CH2:18][CH2:19]2)=[CH:6][CH:5]=1)[CH3:1]. (5) The product is: [OH:5][CH2:6][C:8]1[C:9]([C:19]2[CH2:24][CH2:23][N:22]([C:25]([O:27][C:28]([CH3:31])([CH3:30])[CH3:29])=[O:26])[CH2:21][CH:20]=2)=[N:10][N:11]([CH:13]2[CH2:18][CH2:17][CH2:16][CH2:15][O:14]2)[CH:12]=1. Given the reactants [Li+].[BH4-].C([O:5][C:6]([C:8]1[C:9]([C:19]2[CH2:24][CH2:23][N:22]([C:25]([O:27][C:28]([CH3:31])([CH3:30])[CH3:29])=[O:26])[CH2:21][CH:20]=2)=[N:10][N:11]([CH:13]2[CH2:18][CH2:17][CH2:16][CH2:15][O:14]2)[CH:12]=1)=O)C.CO, predict the reaction product. (6) Given the reactants [F:1][C:2]1[CH:3]=[C:4]([CH:15]=[C:16]([F:23])[C:17]=1[NH:18][S:19]([CH3:22])(=[O:21])=[O:20])[CH2:5][NH:6][C:7]([C:9]1[N:10]=[C:11](Cl)[O:12][CH:13]=1)=[O:8].[CH:24]([C:27]1[CH:28]=[C:29]([OH:33])[CH:30]=[CH:31][CH:32]=1)([CH3:26])[CH3:25], predict the reaction product. The product is: [F:1][C:2]1[CH:3]=[C:4]([CH:15]=[C:16]([F:23])[C:17]=1[NH:18][S:19]([CH3:22])(=[O:21])=[O:20])[CH2:5][NH:6][C:7]([C:9]1[N:10]=[C:11]([O:33][C:29]2[CH:30]=[CH:31][CH:32]=[C:27]([CH:24]([CH3:26])[CH3:25])[CH:28]=2)[O:12][CH:13]=1)=[O:8]. (7) Given the reactants Br[C:2]1[C:3]2[C:4]3[CH:17]=[CH:16][S:15][C:5]=3[C:6](=[O:14])[NH:7][C:8]=2[CH:9]=[CH:10][C:11]=1[O:12][CH3:13].[F:18][C:19]1[CH:34]=[C:33](B2OC(C)(C)C(C)(C)O2)[CH:32]=[CH:31][C:20]=1[CH2:21][CH2:22][NH:23][C:24](=[O:30])[O:25][C:26]([CH3:29])([CH3:28])[CH3:27], predict the reaction product. The product is: [F:18][C:19]1[CH:34]=[C:33]([C:2]2[C:3]3[C:4]4[CH:17]=[CH:16][S:15][C:5]=4[C:6](=[O:14])[NH:7][C:8]=3[CH:9]=[CH:10][C:11]=2[O:12][CH3:13])[CH:32]=[CH:31][C:20]=1[CH2:21][CH2:22][NH:23][C:24](=[O:30])[O:25][C:26]([CH3:29])([CH3:28])[CH3:27].